Dataset: Full USPTO retrosynthesis dataset with 1.9M reactions from patents (1976-2016). Task: Predict the reactants needed to synthesize the given product. (1) Given the product [CH:27]1([NH:32][C:2]2[C:3]3[N:4]=[CH:5][N:6]([C:7]=3[N:8]=[CH:9][N:10]=2)[C@@H:11]2[O:23][C@H:22]([CH2:24][O:25][CH3:26])[C@@H:17]([OH:18])[C@H:12]2[OH:13])[CH2:31][CH2:30][CH2:29][CH2:28]1, predict the reactants needed to synthesize it. The reactants are: Cl[C:2]1[N:10]=[CH:9][N:8]=[C:7]2[C:3]=1[N:4]=[CH:5][N:6]2[C@@H:11]1[O:23][C@H:22]([CH2:24][O:25][CH3:26])[C@@H:17]([O:18]C(=O)C)[C@H:12]1[O:13]C(=O)C.[CH:27]1([NH2:32])[CH2:31][CH2:30][CH2:29][CH2:28]1. (2) The reactants are: [CH2:1]([NH:4][C:5]([NH:7][CH2:8][CH2:9][CH3:10])=[O:6])[CH2:2][CH3:3].C(O[C:15](=[O:17])[CH3:16])(=O)C.N1C=CC=[CH:20][CH:19]=1. Given the product [CH3:19][C:20]1[N:7]([CH2:8][CH2:9][CH3:10])[C:5](=[O:6])[N:4]([CH2:1][CH2:2][CH3:3])[C:15](=[O:17])[CH:16]=1, predict the reactants needed to synthesize it. (3) Given the product [CH3:15][C:14]1[S:17][C:2]2[CH2:3][CH:4]([C:9]([O:11][CH2:12][CH3:13])=[O:10])[CH2:5][CH2:6][C:7]=2[N:16]=1, predict the reactants needed to synthesize it. The reactants are: Br[CH:2]1[C:7](=O)[CH2:6][CH2:5][CH:4]([C:9]([O:11][CH2:12][CH3:13])=[O:10])[CH2:3]1.[C:14](=[S:17])([NH2:16])[CH3:15]. (4) Given the product [C:22]([C:2]1[C:11]([NH:12][CH:13]([CH2:16][CH3:17])[CH2:14][CH3:15])=[CH:10][C:5]([C:6]([O:8][CH3:9])=[O:7])=[C:4]([C:18]([F:21])([F:20])[F:19])[CH:3]=1)#[N:23], predict the reactants needed to synthesize it. The reactants are: I[C:2]1[C:11]([NH:12][CH:13]([CH2:16][CH3:17])[CH2:14][CH3:15])=[CH:10][C:5]([C:6]([O:8][CH3:9])=[O:7])=[C:4]([C:18]([F:21])([F:20])[F:19])[CH:3]=1.[CH3:22][N:23](C=O)C.